From a dataset of Reaction yield outcomes from USPTO patents with 853,638 reactions. Predict the reaction yield, written as a fraction of the theoretical maximum amount of product (1.0 means a 100% yield; for example, 0.34 means a 34% yield). (1) The reactants are [C:1]([O:5][C:6]([N:8]1[CH2:13][CH2:12][N:11]([S:14]([C:17]2[CH:22]=[CH:21][C:20](Br)=[CH:19][CH:18]=2)(=[O:16])=[O:15])[CH2:10][CH:9]1[CH2:24][OH:25])=[O:7])([CH3:4])([CH3:3])[CH3:2].[C:26]([O:30][C:31]([N:33]1[C:41]2[C:36](=[CH:37][CH:38]=[C:39]([F:42])[CH:40]=2)[C:35](B2OC(C)(C)C(C)(C)O2)=[CH:34]1)=[O:32])([CH3:29])([CH3:28])[CH3:27].C([O-])([O-])=O.[K+].[K+]. The catalyst is O1CCOCC1.O.CCOC(C)=O.C1C=CC(P(C2C=CC=CC=2)[C-]2C=CC=C2)=CC=1.C1C=CC(P(C2C=CC=CC=2)[C-]2C=CC=C2)=CC=1.Cl[Pd]Cl.[Fe+2]. The product is [C:1]([O:5][C:6]([N:8]1[CH2:13][CH2:12][N:11]([S:14]([C:17]2[CH:22]=[CH:21][C:20]([C:35]3[C:36]4[C:41](=[CH:40][C:39]([F:42])=[CH:38][CH:37]=4)[N:33]([C:31]([O:30][C:26]([CH3:29])([CH3:28])[CH3:27])=[O:32])[CH:34]=3)=[CH:19][CH:18]=2)(=[O:16])=[O:15])[CH2:10][CH:9]1[CH2:24][OH:25])=[O:7])([CH3:4])([CH3:3])[CH3:2]. The yield is 0.740. (2) The catalyst is CO.C1C=CC([P]([Pd]([P](C2C=CC=CC=2)(C2C=CC=CC=2)C2C=CC=CC=2)([P](C2C=CC=CC=2)(C2C=CC=CC=2)C2C=CC=CC=2)[P](C2C=CC=CC=2)(C2C=CC=CC=2)C2C=CC=CC=2)(C2C=CC=CC=2)C2C=CC=CC=2)=CC=1. The product is [OH:76][C@H:7]([C@H:8]([NH:16][C:17](=[O:75])[C@H:18]([NH:40][C:41](=[O:74])[C@H:42]([NH:44][C:45](=[O:73])[CH2:46][C@H:47]([OH:72])/[CH:48]=[CH:49]/[CH2:50][CH2:51][S:52][C:53]([C:66]1[CH:71]=[CH:70][CH:69]=[CH:68][CH:67]=1)([C:60]1[CH:65]=[CH:64][CH:63]=[CH:62][CH:61]=1)[C:54]1[CH:55]=[CH:56][CH:57]=[CH:58][CH:59]=1)[CH3:43])[CH2:19][S:20][C:21]([C:22]1[CH:23]=[CH:24][CH:25]=[CH:26][CH:27]=1)([C:28]1[CH:33]=[CH:32][CH:31]=[CH:30][CH:29]=1)[C:34]1[CH:39]=[CH:38][CH:37]=[CH:36][CH:35]=1)[CH2:9][C:10]1[CH:15]=[CH:14][CH:13]=[CH:12][CH:11]=1)[CH2:6][C:5]([OH:77])=[O:4]. The yield is 0.610. The reactants are C([O:4][C:5](=[O:77])[CH2:6][C@H:7]([OH:76])[C@H:8]([NH:16][C:17](=[O:75])[C@H:18]([NH:40][C:41](=[O:74])[C@H:42]([NH:44][C:45](=[O:73])[CH2:46][C@H:47]([OH:72])/[CH:48]=[CH:49]/[CH2:50][CH2:51][S:52][C:53]([C:66]1[CH:71]=[CH:70][CH:69]=[CH:68][CH:67]=1)([C:60]1[CH:65]=[CH:64][CH:63]=[CH:62][CH:61]=1)[C:54]1[CH:59]=[CH:58][CH:57]=[CH:56][CH:55]=1)[CH3:43])[CH2:19][S:20][C:21]([C:34]1[CH:39]=[CH:38][CH:37]=[CH:36][CH:35]=1)([C:28]1[CH:33]=[CH:32][CH:31]=[CH:30][CH:29]=1)[C:22]1[CH:27]=[CH:26][CH:25]=[CH:24][CH:23]=1)[CH2:9][C:10]1[CH:15]=[CH:14][CH:13]=[CH:12][CH:11]=1)C=C.N1CCOCC1.CC(O)=O. (3) The reactants are [C:1]([O:5][C:6]([N:8]1[CH2:14][CH2:13][CH2:12][NH:11][CH2:10][CH2:9]1)=[O:7])([CH3:4])([CH3:3])[CH3:2].[CH3:15][C:16]1[O:20][C:19](=O)[NH:18][N:17]=1.CCN(C(C)C)C(C)C.F[P-](F)(F)(F)(F)F.CN([PH+](N(C)C)N(C)C)C. The catalyst is CN(C=O)C. The product is [C:1]([O:5][C:6]([N:8]1[CH2:14][CH2:13][CH2:12][N:11]([C:19]2[O:20][C:16]([CH3:15])=[N:17][N:18]=2)[CH2:10][CH2:9]1)=[O:7])([CH3:4])([CH3:2])[CH3:3]. The yield is 0.350.